Dataset: Reaction yield outcomes from USPTO patents with 853,638 reactions. Task: Predict the reaction yield, written as a fraction of the theoretical maximum amount of product (1.0 means a 100% yield; for example, 0.34 means a 34% yield). (1) The reactants are [CH2:1]([C:5]1[C:10]([CH2:11][NH:12]C(=O)OC(C)(C)C)=[C:9]([C:20]2[CH:25]=[CH:24][C:23]([CH3:26])=[CH:22][CH:21]=2)[C:8]([CH2:27][C:28]([NH:30][C:31]2[CH:36]=[CH:35][CH:34]=[C:33]([S:37]([CH3:40])(=[O:39])=[O:38])[CH:32]=2)=[O:29])=[C:7]([CH3:41])[N:6]=1)[CH:2]([CH3:4])[CH3:3].C(OC(=O)C)C.[ClH:48]. The catalyst is O1CCCC1. The product is [ClH:48].[ClH:48].[NH2:12][CH2:11][C:10]1[C:9]([C:20]2[CH:25]=[CH:24][C:23]([CH3:26])=[CH:22][CH:21]=2)=[C:8]([CH2:27][C:28]([NH:30][C:31]2[CH:36]=[CH:35][CH:34]=[C:33]([S:37]([CH3:40])(=[O:39])=[O:38])[CH:32]=2)=[O:29])[C:7]([CH3:41])=[N:6][C:5]=1[CH2:1][CH:2]([CH3:4])[CH3:3]. The yield is 0.560. (2) The reactants are [F:1][C:2]([F:33])([F:32])[C:3]1[CH:8]=[C:7]([C:9]2[CH:14]=[CH:13][C:12]([C:15]([F:18])([F:17])[F:16])=[CH:11][CH:10]=2)[N:6]=[C:5]([C:19]2[CH:20]=[C:21]([C:25]3[CH:30]=[CH:29][CH:28]=[C:27]([NH2:31])[CH:26]=3)[CH:22]=[CH:23][CH:24]=2)[N:4]=1.C(N(CC)CC)C.[CH3:41][S:42](Cl)(=[O:44])=[O:43].C([O-])(O)=O.[Na+]. The catalyst is ClCCl. The product is [F:33][C:2]([F:1])([F:32])[C:3]1[CH:8]=[C:7]([C:9]2[CH:14]=[CH:13][C:12]([C:15]([F:18])([F:17])[F:16])=[CH:11][CH:10]=2)[N:6]=[C:5]([C:19]2[CH:20]=[C:21]([C:25]3[CH:30]=[CH:29][CH:28]=[C:27]([NH:31][S:42]([CH3:41])(=[O:44])=[O:43])[CH:26]=3)[CH:22]=[CH:23][CH:24]=2)[N:4]=1. The yield is 0.720. (3) The reactants are [Br:1][C:2]1[CH:10]=[CH:9][CH:8]=[C:7]2[C:3]=1[CH2:4][C:5](=O)[NH:6]2.Cl.[OH-].[Na+].O. The catalyst is C1COCC1.CO. The product is [Br:1][C:2]1[CH:10]=[CH:9][CH:8]=[C:7]2[C:3]=1[CH2:4][CH2:5][NH:6]2. The yield is 0.450. (4) The reactants are [NH2:1][C:2]1[C:3]2[C:10]([C:11]3[CH:16]=[CH:15][C:14]([Cl:17])=[CH:13][CH:12]=3)=[CH:9][N:8]([C:18]3[CH:19]=[C:20]([CH:23]=[CH:24][CH:25]=3)[CH:21]=O)[C:4]=2[N:5]=[CH:6][N:7]=1.[C:26]([CH2:28][C:29]([NH2:31])=[O:30])#[N:27].N12CCCN=C1CCCCC2.C([O-])(=O)C.[NH2+]1CCCCC1. The catalyst is CC(O)C.O1CCCC1. The product is [NH2:1][C:2]1[C:3]2[C:10]([C:11]3[CH:16]=[CH:15][C:14]([Cl:17])=[CH:13][CH:12]=3)=[CH:9][N:8]([C:18]3[CH:19]=[C:20](/[CH:21]=[C:28](\[C:26]#[N:27])/[C:29]([NH2:31])=[O:30])[CH:23]=[CH:24][CH:25]=3)[C:4]=2[N:5]=[CH:6][N:7]=1. The yield is 0.130. (5) The reactants are [CH3:1][CH2:2][CH2:3][CH2:4][CH2:5][CH2:6][CH2:7][CH2:8][CH2:9][CH2:10][CH2:11][CH2:12][CH2:13][N+:14]([CH2:17][C:18]1[CH:19]=[CH:20][CH:21]=[CH:22][CH:23]=1)([CH3:16])[CH3:15].[Cl-].[CH3:25][CH2:26][N:27]1[C:33](=[O:34])[C:31](=[O:32])[N:30]([C:35]([NH:37][C@@H:38]([C:45]([NH:47][C@@H:48]2[C:51](=[O:52])[N:50]3[C@@H:53]([C:58]([O-:60])=[O:59])[C:54]([CH3:57])([CH3:56])[S:55][C@H:49]23)=[O:46])[C:39]2[CH:44]=[CH:43][CH:42]=[CH:41][CH:40]=2)=[O:36])[CH2:29][CH2:28]1.[Na+].C(Cl)(Cl)Cl.CS(C)=O. The catalyst is O. The product is [CH3:1][CH2:2][CH2:3][CH2:4][CH2:5][CH2:6][CH2:7][CH2:8][CH2:9][CH2:10][CH2:11][CH2:12][CH2:13][N+:14]([CH2:17][C:18]1[CH:19]=[CH:20][CH:21]=[CH:22][CH:23]=1)([CH3:16])[CH3:15].[CH3:25][CH2:26][N:27]1[C:33](=[O:34])[C:31](=[O:32])[N:30]([C:35]([NH:37][C@@H:38]([C:45]([NH:47][C@@H:48]2[C:51](=[O:52])[N:50]3[C@@H:53]([C:58]([OH:60])=[O:59])[C:54]([CH3:56])([CH3:57])[S:55][C@H:49]23)=[O:46])[C:39]2[CH:40]=[CH:41][CH:42]=[CH:43][CH:44]=2)=[O:36])[CH2:29][CH2:28]1. The yield is 0.261. (6) The reactants are [CH3:1][N:2]([CH3:27])[CH2:3][CH:4]([NH:12][C:13]1[C:22]2[C:17](=[C:18]([C:24]([NH2:26])=[O:25])[CH:19]=[C:20]([OH:23])[CH:21]=2)[N:16]=[CH:15][N:14]=1)[C:5]1[CH:10]=[CH:9][CH:8]=[C:7]([F:11])[CH:6]=1.C([O-])([O-])=O.[Cs+].[Cs+].[CH2:34](Br)[CH3:35]. The catalyst is CN(C=O)C. The product is [CH3:1][N:2]([CH3:27])[CH2:3][CH:4]([NH:12][C:13]1[C:22]2[C:17](=[C:18]([C:24]([NH2:26])=[O:25])[CH:19]=[C:20]([O:23][CH2:34][CH3:35])[CH:21]=2)[N:16]=[CH:15][N:14]=1)[C:5]1[CH:10]=[CH:9][CH:8]=[C:7]([F:11])[CH:6]=1. The yield is 0.150. (7) The reactants are Cl[C:2]1[N:3]=[CH:4][CH:5]=[C:6]2[CH:10]=[C:9]([C:11]([NH:13][CH:14]3[CH2:19][CH2:18][CH2:17][CH2:16][CH2:15]3)=[O:12])[NH:8][C:7]=12.C(N(CC)CC)C. The catalyst is CN(C)C=O.[Pd](Cl)Cl. The product is [CH:14]1([NH:13][C:11]([C:9]2[NH:8][C:7]3=[CH:2][N:3]=[CH:4][CH:5]=[C:6]3[CH:10]=2)=[O:12])[CH2:15][CH2:16][CH2:17][CH2:18][CH2:19]1. The yield is 0.500. (8) The reactants are O.[OH-].[Li+].C([O:6][C:7]([C:9]1[CH:10]=[N:11][N:12]([C:14]2[NH:18][C:17]3[CH:19]=[C:20]([Cl:33])[C:21]([S:23](=[O:32])(=[O:31])[NH:24][C:25]4[CH:30]=[CH:29][CH:28]=[CH:27][CH:26]=4)=[CH:22][C:16]=3[N:15]=2)[CH:13]=1)=[O:8])C.C1COCC1. The catalyst is O. The product is [Cl:33][C:20]1[C:21]([S:23](=[O:32])(=[O:31])[NH:24][C:25]2[CH:30]=[CH:29][CH:28]=[CH:27][CH:26]=2)=[CH:22][C:16]2[N:15]=[C:14]([N:12]3[CH:13]=[C:9]([C:7]([OH:8])=[O:6])[CH:10]=[N:11]3)[NH:18][C:17]=2[CH:19]=1. The yield is 0.750. (9) The reactants are [C:1]1(=[O:11])[O:6][C:4](=O)[C:3]2=[CH:7][CH:8]=[CH:9][CH:10]=[C:2]12.[NH2:12][CH2:13][CH2:14][S:15][CH2:16][CH2:17][OH:18]. The catalyst is C1(C)C=CC=CC=1. The product is [OH:18][CH2:17][CH2:16][S:15][CH2:14][CH2:13][N:12]1[C:1](=[O:11])[C:2]2=[CH:10][CH:9]=[CH:8][CH:7]=[C:3]2[C:4]1=[O:6]. The yield is 0.960.